Dataset: Catalyst prediction with 721,799 reactions and 888 catalyst types from USPTO. Task: Predict which catalyst facilitates the given reaction. (1) Reactant: [Cl:1][C:2]1[C:3]([OH:12])=[C:4]([C:8](=[O:11])[CH2:9][CH3:10])[CH:5]=[CH:6][CH:7]=1.[C:13](=O)([O-])[O-].[K+].[K+].S(OC)(OC)(=O)=O. Product: [Cl:1][C:2]1[C:3]([O:12][CH3:13])=[C:4]([C:8](=[O:11])[CH2:9][CH3:10])[CH:5]=[CH:6][CH:7]=1. The catalyst class is: 21. (2) Reactant: [CH3:1][O:2][C:3]1[CH:31]=[CH:30][C:6]([CH2:7][N:8]2[C:12]3=[N:13][CH:14]=[C:15]([C:23]4[CH:28]=[CH:27][CH:26]=[CH:25][CH:24]=4)[C:16]([N:17]4[CH2:22][CH2:21][NH:20][CH2:19][CH2:18]4)=[C:11]3[C:10]([NH2:29])=[N:9]2)=[CH:5][CH:4]=1.[CH3:32][C:33]([O:36][C:37](O[C:37]([O:36][C:33]([CH3:35])([CH3:34])[CH3:32])=[O:38])=[O:38])([CH3:35])[CH3:34].O. Product: [NH2:29][C:10]1[C:11]2[C:12](=[N:13][CH:14]=[C:15]([C:23]3[CH:28]=[CH:27][CH:26]=[CH:25][CH:24]=3)[C:16]=2[N:17]2[CH2:18][CH2:19][N:20]([C:37]([O:36][C:33]([CH3:35])([CH3:34])[CH3:32])=[O:38])[CH2:21][CH2:22]2)[N:8]([CH2:7][C:6]2[CH:5]=[CH:4][C:3]([O:2][CH3:1])=[CH:31][CH:30]=2)[N:9]=1. The catalyst class is: 2. (3) Reactant: COC1C=C(OC)C=CC=1C[N:6]([C:21]1[CH:26]=[CH:25][CH:24]=[C:23]([F:27])[N:22]=1)[S:7]([C:10]1[C:19]([CH3:20])=[CH:18][C:13]2[NH:14][C:15](=[O:17])[O:16][C:12]=2[CH:11]=1)(=[O:9])=[O:8].C1(P(C2C=CC=CC=2)C2C=CC=CC=2)C=CC=CC=1.CCOC(/N=N/C(OCC)=O)=O.[I:65][C:66]1[CH:71]=[CH:70][CH:69]=[CH:68][C:67]=1[C@@H:72](O)[CH3:73]. Product: [F:27][C:23]1[N:22]=[C:21]([NH:6][S:7]([C:10]2[C:19]([CH3:20])=[CH:18][C:13]3[N:14]([C@@H:72]([C:67]4[CH:68]=[CH:69][CH:70]=[CH:71][C:66]=4[I:65])[CH3:73])[C:15](=[O:17])[O:16][C:12]=3[CH:11]=2)(=[O:9])=[O:8])[CH:26]=[CH:25][CH:24]=1. The catalyst class is: 1. (4) Reactant: [F:1][C:2]1[CH:3]=[C:4]([CH:7]=[C:8]([F:11])[C:9]=1F)[CH:5]=[O:6].[CH3:12][S-:13].[Na+].O. Product: [F:1][C:2]1[CH:3]=[C:4]([CH:7]=[C:8]([F:11])[C:9]=1[S:13][CH3:12])[CH:5]=[O:6]. The catalyst class is: 1. (5) Reactant: [C:1]([O:5][C:6](=[O:38])[NH:7][C@H:8]([C:30]([N:32]1[CH2:36][CH2:35][C@H:34]([F:37])[CH2:33]1)=[O:31])[C@H:9]([C:15]1[CH:20]=[CH:19][C:18](B2OC(C)(C)C(C)(C)O2)=[CH:17][CH:16]=1)[C:10]([N:12]([CH3:14])[CH3:13])=[O:11])([CH3:4])([CH3:3])[CH3:2].[OH:39]O.[OH-].[Na+].Cl. Product: [C:1]([O:5][C:6](=[O:38])[NH:7][C@H:8]([C:30]([N:32]1[CH2:36][CH2:35][C@H:34]([F:37])[CH2:33]1)=[O:31])[C@H:9]([C:15]1[CH:20]=[CH:19][C:18]([OH:39])=[CH:17][CH:16]=1)[C:10]([N:12]([CH3:14])[CH3:13])=[O:11])([CH3:3])([CH3:2])[CH3:4]. The catalyst class is: 20. (6) Reactant: [H-].[H-].[H-].[H-].[Li+].[Al+3].[Cl:7][C:8]1[CH:9]=[CH:10][C:11]([CH3:16])=[C:12]([CH:15]=1)[C:13]#[N:14].O.[OH-].[Na+]. Product: [Cl:7][C:8]1[CH:9]=[CH:10][C:11]([CH3:16])=[C:12]([CH:15]=1)[CH2:13][NH2:14]. The catalyst class is: 28. (7) The catalyst class is: 42. Product: [CH3:32][O:31][C:4]1[CH:3]=[C:2]([O:1][C:36]([C:35]2[C:34]([CH3:33])=[N:42][CH:41]=[CH:40][CH:39]=2)=[O:37])[CH:7]=[CH:6][C:5]=1[C:8]1[C:9]([CH2:21][NH:22][C:23]2[CH:28]=[CH:27][CH:26]=[CH:25][C:24]=2[O:29][CH3:30])=[C:10]2[C:15](=[CH:16][CH:17]=1)[NH:14][C:13]([CH3:19])([CH3:18])[CH:12]=[C:11]2[CH3:20]. Reactant: [OH:1][C:2]1[CH:7]=[CH:6][C:5]([C:8]2[C:9]([CH2:21][NH:22][C:23]3[CH:28]=[CH:27][CH:26]=[CH:25][C:24]=3[O:29][CH3:30])=[C:10]3[C:15](=[CH:16][CH:17]=2)[NH:14][C:13]([CH3:19])([CH3:18])[CH:12]=[C:11]3[CH3:20])=[C:4]([O:31][CH3:32])[CH:3]=1.[CH3:33][C:34]1[N:42]=[CH:41][CH:40]=[CH:39][C:35]=1[C:36](O)=[O:37].C(N(CC)C(C)C)(C)C. (8) Reactant: [CH2:1]([S-:3])[CH3:2].[Na+].[Br:5][C:6]1[CH:11]=[CH:10][C:9]([S:12][C:13]([F:16])([F:15])[F:14])=[CH:8][C:7]=1F.C1COCC1.C(=O)(O)[O-].[Na+]. Product: [Br:5][C:6]1[CH:11]=[CH:10][C:9]([S:12][C:13]([F:16])([F:15])[F:14])=[CH:8][C:7]=1[S:3][CH2:1][CH3:2]. The catalyst class is: 3.